Task: Predict the reaction yield, written as a fraction of the theoretical maximum amount of product (1.0 means a 100% yield; for example, 0.34 means a 34% yield).. Dataset: Reaction yield outcomes from USPTO patents with 853,638 reactions (1) The reactants are [O:1]1[CH2:5][CH2:4][C@H:3]([O:6][CH2:7][C:8]2[CH:13]=[CH:12][CH:11]=[CH:10][N:9]=2)[CH2:2]1.ClC1C=C(C=CC=1)C(OO)=[O:19].C([O-])([O-])=O.[K+].[K+]. The catalyst is C(Cl)Cl. The product is [O:1]1[CH2:5][CH2:4][C@H:3]([O:6][CH2:7][C:8]2[CH:13]=[CH:12][CH:11]=[CH:10][N+:9]=2[O-:19])[CH2:2]1. The yield is 0.990. (2) The reactants are [CH2:1]([NH2:4])[CH2:2][CH3:3].[CH3:5][O:6][C:7]1[CH:8]=[C:9]2[C:14](=[CH:15][C:16]=1[O:17][CH3:18])[N:13]=[CH:12][N:11]=[C:10]2[O:19][C:20]1[C:21]([F:42])=[C:22]2[C:26](=[CH:27][CH:28]=1)[N:25]([C:29]([O:31]C1C=CC([N+]([O-])=O)=CC=1)=O)[C:24]([CH3:41])=[CH:23]2. The catalyst is CN(C)C=O. The product is [CH3:5][O:6][C:7]1[CH:8]=[C:9]2[C:14](=[CH:15][C:16]=1[O:17][CH3:18])[N:13]=[CH:12][N:11]=[C:10]2[O:19][C:20]1[C:21]([F:42])=[C:22]2[C:26](=[CH:27][CH:28]=1)[N:25]([C:29]([NH:4][CH2:1][CH2:2][CH3:3])=[O:31])[C:24]([CH3:41])=[CH:23]2. The yield is 0.0700. (3) The reactants are [CH2:1]([O:8][C:9](=[O:30])[NH:10][CH2:11][C@@H:12]([OH:29])[C@@H:13]([NH:21]C(OC(C)(C)C)=O)[CH2:14][C:15]1[CH:20]=[CH:19][CH:18]=[CH:17][CH:16]=1)[C:2]1[CH:7]=[CH:6][CH:5]=[CH:4][CH:3]=1.[ClH:31].O1CCOCC1. The catalyst is C1COCC1. The product is [ClH:31].[CH2:1]([O:8][C:9](=[O:30])[NH:10][CH2:11][C@@H:12]([OH:29])[C@@H:13]([NH2:21])[CH2:14][C:15]1[CH:20]=[CH:19][CH:18]=[CH:17][CH:16]=1)[C:2]1[CH:3]=[CH:4][CH:5]=[CH:6][CH:7]=1. The yield is 0.830.